From a dataset of Forward reaction prediction with 1.9M reactions from USPTO patents (1976-2016). Predict the product of the given reaction. (1) Given the reactants [O:1]=[C:2]1[N:10]([CH2:11][CH2:12][CH3:13])[C:9]2[N:8]=[C:7]([C:14]34[CH2:21][CH2:20][C:17]([CH:22]=[CH:23][C:24]([OH:26])=[O:25])([CH2:18][CH2:19]3)[CH2:16][CH2:15]4)[NH:6][C:5]=2[C:4](=[O:27])[N:3]1[CH2:28][CH2:29][CH3:30].O1CCCC1.C, predict the reaction product. The product is: [O:1]=[C:2]1[N:10]([CH2:11][CH2:12][CH3:13])[C:9]2[N:8]=[C:7]([C:14]34[CH2:21][CH2:20][C:17]([CH2:22][CH2:23][C:24]([OH:26])=[O:25])([CH2:18][CH2:19]3)[CH2:16][CH2:15]4)[NH:6][C:5]=2[C:4](=[O:27])[N:3]1[CH2:28][CH2:29][CH3:30]. (2) Given the reactants [CH3:1][N:2]([CH3:12])[C:3]1[CH:10]=[CH:9][C:6]([C:7]#[N:8])=[C:5]([CH3:11])[N:4]=1, predict the reaction product. The product is: [NH2:8][CH2:7][C:6]1[CH:9]=[CH:10][C:3]([N:2]([CH3:1])[CH3:12])=[N:4][C:5]=1[CH3:11]. (3) The product is: [Na+:3].[CH3:17][S:18]([O:4][C:5]1[CH:10]=[CH:9][C:8]([S:11]([O-:14])(=[O:12])=[O:13])=[CH:7][CH:6]=1)(=[O:20])=[O:19]. Given the reactants O.O.[Na+:3].[OH:4][C:5]1[CH:10]=[CH:9][C:8]([S:11]([O-:14])(=[O:13])=[O:12])=[CH:7][CH:6]=1.[OH-].[Na+].[CH3:17][S:18](Cl)(=[O:20])=[O:19], predict the reaction product. (4) The product is: [Br:34][CH2:20][C:13]1[NH:12][C:11]([C:21]2[S:22][C:23]([F:26])=[CH:24][N:25]=2)=[N:10][CH:9]([C:3]2[CH:4]=[CH:5][C:6]([F:8])=[CH:7][C:2]=2[Cl:1])[C:14]=1[C:15]([O:17][CH2:18][CH3:19])=[O:16]. Given the reactants [Cl:1][C:2]1[CH:7]=[C:6]([F:8])[CH:5]=[CH:4][C:3]=1[CH:9]1[C:14]([C:15]([O:17][CH2:18][CH3:19])=[O:16])=[C:13]([CH3:20])[NH:12][C:11]([C:21]2[S:22][C:23]([F:26])=[CH:24][N:25]=2)=[N:10]1.C1C(=O)N([Br:34])C(=O)C1, predict the reaction product.